From a dataset of Peptide-MHC class I binding affinity with 185,985 pairs from IEDB/IMGT. Regression. Given a peptide amino acid sequence and an MHC pseudo amino acid sequence, predict their binding affinity value. This is MHC class I binding data. The peptide sequence is QTSTLYDFY. The MHC is HLA-B08:01 with pseudo-sequence HLA-B08:01. The binding affinity (normalized) is 0.0847.